From a dataset of Catalyst prediction with 721,799 reactions and 888 catalyst types from USPTO. Predict which catalyst facilitates the given reaction. Reactant: COC1C=CC(C([O:9][C@H:10]2[C@@H:14]([CH:15]=[CH2:16])[CH2:13][N:12]([C:17]([O:19][CH2:20][C:21]3[CH:26]=[CH:25][CH:24]=[CH:23][CH:22]=3)=[O:18])[CH2:11]2)=O)=CC=1.[OH-].[Na+]. Product: [OH:9][C@H:10]1[C@@H:14]([CH:15]=[CH2:16])[CH2:13][N:12]([C:17]([O:19][CH2:20][C:21]2[CH:22]=[CH:23][CH:24]=[CH:25][CH:26]=2)=[O:18])[CH2:11]1. The catalyst class is: 765.